Dataset: Full USPTO retrosynthesis dataset with 1.9M reactions from patents (1976-2016). Task: Predict the reactants needed to synthesize the given product. (1) Given the product [NH:22]([C:2]1[N:3]=[C:4]([NH2:20])[C:5]2[N:6]=[CH:7][N:8]([C:18]=2[N:19]=1)[C@@H:9]1[O:17][C@H:14]([CH2:15][OH:16])[C@@H:12]([OH:13])[C@H:10]1[OH:11])[NH2:23], predict the reactants needed to synthesize it. The reactants are: Cl[C:2]1[N:3]=[C:4]([NH2:20])[C:5]2[N:6]=[CH:7][N:8]([C:18]=2[N:19]=1)[C@@H:9]1[O:17][C@H:14]([CH2:15][OH:16])[C@@H:12]([OH:13])[C@H:10]1[OH:11].O.[NH2:22][NH2:23]. (2) Given the product [F:13][CH:14]([F:17])[CH2:15][O:16][C:4]1[N:5]=[CH:6][C:7]([C:8]([OH:10])=[O:9])=[CH:11][CH:12]=1, predict the reactants needed to synthesize it. The reactants are: [OH-].[K+].Cl[C:4]1[CH:12]=[CH:11][C:7]([C:8]([OH:10])=[O:9])=[CH:6][N:5]=1.[F:13][CH:14]([F:17])[CH2:15][OH:16].Cl. (3) Given the product [F:34][C:19]([F:18])([F:35])[O:20][C:21]1[CH:22]=[CH:23][C:24]([CH2:25][CH:26]2[CH2:31][CH2:30][N:29]([CH2:2][C:3]([NH:5][C@@H:6]3[CH2:11][O:10][C:9]4=[N:12][C:13]([N+:15]([O-:17])=[O:16])=[CH:14][N:8]4[CH2:7]3)=[O:4])[CH2:28][CH2:27]2)=[CH:32][CH:33]=1, predict the reactants needed to synthesize it. The reactants are: Cl[CH2:2][C:3]([NH:5][C@@H:6]1[CH2:11][O:10][C:9]2=[N:12][C:13]([N+:15]([O-:17])=[O:16])=[CH:14][N:8]2[CH2:7]1)=[O:4].[F:18][C:19]([F:35])([F:34])[O:20][C:21]1[CH:33]=[CH:32][C:24]([CH2:25][CH:26]2[CH2:31][CH2:30][NH:29][CH2:28][CH2:27]2)=[CH:23][CH:22]=1. (4) Given the product [Br:26][C:27]1[CH:32]=[C:31]([C:9]2[CH2:16][CH:15]3[CH2:17][CH:11]([CH2:12][N:13]([C:18]([O:20][C:21]([CH3:22])([CH3:23])[CH3:24])=[O:19])[CH2:14]3)[CH:10]=2)[CH:30]=[C:29]([F:33])[CH:28]=1, predict the reactants needed to synthesize it. The reactants are: CC1(C)C(C)(C)OB([C:9]2[CH2:16][CH:15]3[CH2:17][CH:11]([CH2:12][N:13]([C:18]([O:20][C:21]([CH3:24])([CH3:23])[CH3:22])=[O:19])[CH2:14]3)[CH:10]=2)O1.[Br:26][C:27]1[C:28](Br)=[C:29]([F:33])[CH:30]=[CH:31][CH:32]=1.C([O-])([O-])=O.[Na+].[Na+].[OH-].[Na+]. (5) Given the product [CH2:9]([O:8][N:7]([CH2:16][C@H:17]([CH2:18][CH:19]([CH3:20])[CH3:21])[C:22]([OH:23])=[O:42])[C:6]([O:5][C:1]([CH3:2])([CH3:4])[CH3:3])=[O:37])[C:10]1[CH:15]=[CH:14][CH:13]=[CH:12][CH:11]=1, predict the reactants needed to synthesize it. The reactants are: [C:1]([O:5][C:6](=[O:37])[N:7]([CH2:16][C@@H:17]([C:22](N1[C@H](CC2C=CC=CC=2)COC1=O)=[O:23])[CH2:18][CH:19]([CH3:21])[CH3:20])[O:8][CH2:9][C:10]1[CH:15]=[CH:14][CH:13]=[CH:12][CH:11]=1)([CH3:4])([CH3:3])[CH3:2].[Li+].[OH-].OO.[O-:42]S([O-])=O.[Na+].[Na+].